Task: Predict the reaction yield, written as a fraction of the theoretical maximum amount of product (1.0 means a 100% yield; for example, 0.34 means a 34% yield).. Dataset: Reaction yield outcomes from USPTO patents with 853,638 reactions (1) The reactants are [F:1][C:2]([F:11])([F:10])[C:3]1[CH:8]=[CH:7][CH:6]=[CH:5][C:4]=1[OH:9].C(=O)([O-])[O-].[Cs+].[Cs+].[C:18]([O:22][C:23]([N:25]1[CH2:30][CH2:29][CH:28](OS(C)(=O)=O)[CH2:27][CH2:26]1)=[O:24])([CH3:21])([CH3:20])[CH3:19]. The catalyst is CN(C=O)C.O. The product is [C:18]([O:22][C:23]([N:25]1[CH2:30][CH2:29][CH:28]([O:9][C:4]2[CH:5]=[CH:6][CH:7]=[CH:8][C:3]=2[C:2]([F:10])([F:11])[F:1])[CH2:27][CH2:26]1)=[O:24])([CH3:21])([CH3:19])[CH3:20]. The yield is 0.340. (2) The reactants are Br[C:2]1[CH:7]=[CH:6][C:5]([Cl:8])=[C:4]([Cl:9])[CH:3]=1.[Li]CCCC.[F:15][C:16]([F:23])([CH3:22])[C:17](OCC)=[O:18]. The catalyst is CCOCC. The product is [Cl:9][C:4]1[CH:3]=[C:2]([C:17](=[O:18])[C:16]([F:23])([F:15])[CH3:22])[CH:7]=[CH:6][C:5]=1[Cl:8]. The yield is 0.710. (3) The reactants are [C:1]([C:4]1[N:5]=[C:6]([C:19]2[C:24]([F:25])=[CH:23][CH:22]=[CH:21][C:20]=2[F:26])[O:7][C:8]=1[NH:9][C:10]1[CH:18]=[CH:17][C:13]([C:14](O)=[O:15])=[CH:12][CH:11]=1)(=[O:3])[NH2:2].F[P-](F)(F)(F)(F)F.N1(OC(N(C)C)=[N+](C)C)C2N=CC=CC=2N=N1.C(N(C(C)C)CC)(C)C.[NH:60]1[CH2:66][CH2:65][CH2:64][C@@H:61]1[CH2:62][OH:63]. The catalyst is CN(C=O)C. The product is [F:26][C:20]1[CH:21]=[CH:22][CH:23]=[C:24]([F:25])[C:19]=1[C:6]1[O:7][C:8]([NH:9][C:10]2[CH:11]=[CH:12][C:13]([C:14]([N:60]3[CH2:66][CH2:65][CH2:64][C@@H:61]3[CH2:62][OH:63])=[O:15])=[CH:17][CH:18]=2)=[C:4]([C:1]([NH2:2])=[O:3])[N:5]=1. The yield is 0.360. (4) The reactants are [F:1][C:2]1[C:10]([F:11])=[C:9]([F:12])[C:8]([F:13])=[CH:7][C:3]=1[C:4]([OH:6])=[O:5].[Li][CH2:15]CCC. The catalyst is C1COCC1. The product is [CH3:15][C:7]1[C:3]([C:4]([OH:6])=[O:5])=[C:2]([F:1])[C:10]([F:11])=[C:9]([F:12])[C:8]=1[F:13]. The yield is 0.560.